Task: Predict the reactants needed to synthesize the given product.. Dataset: Full USPTO retrosynthesis dataset with 1.9M reactions from patents (1976-2016) (1) Given the product [S:1]1[C:2]2[CH2:6][CH2:7][NH:8][CH2:10][C:3]=2[CH:4]=[CH:5]1, predict the reactants needed to synthesize it. The reactants are: [S:1]1[CH:5]=[CH:4][CH:3]=[C:2]1[CH2:6][CH2:7][NH2:8].O1CCO[CH2:10]1.Cl. (2) Given the product [Cl:1][C:2]1[S:3][C:4]([C:7](=[O:8])[CH3:13])=[CH:5][N:6]=1, predict the reactants needed to synthesize it. The reactants are: [Cl:1][C:2]1[S:3][C:4]([C:7](N(OC)C)=[O:8])=[CH:5][N:6]=1.[CH3:13][Mg]Cl. (3) The reactants are: C[O:2][C:3]([C:5]1[S:12][C:11]2[C:10]([CH:13]3[CH2:18][CH2:17][CH2:16][CH2:15][CH2:14]3)=[C:9]([C:19]3[CH:20]=[C:21]4[C:26](=[CH:27][CH:28]=3)[N:25]=[C:24]([C:29]3[S:33][C:32]([CH3:34])=[N:31][C:30]=3[CH3:35])[CH:23]=[CH:22]4)[N:8]([CH2:36][C:37]([OH:39])=O)[C:7]=2[CH:6]=1)=[O:4].CN(C(ON1N=NC2C=CC=CC1=2)=[N+](C)C)C.F[P-](F)(F)(F)(F)F.CCN(C(C)C)C(C)C.[NH:73]1[CH2:78][CH2:77][S:76][CH2:75][CH2:74]1.[Li+].[OH-].Cl. Given the product [CH:13]1([C:10]2[C:11]3[S:12][C:5]([C:3]([OH:2])=[O:4])=[CH:6][C:7]=3[N:8]([CH2:36][C:37](=[O:39])[N:73]3[CH2:78][CH2:77][S:76][CH2:75][CH2:74]3)[C:9]=2[C:19]2[CH:20]=[C:21]3[C:26](=[CH:27][CH:28]=2)[N:25]=[C:24]([C:29]2[S:33][C:32]([CH3:34])=[N:31][C:30]=2[CH3:35])[CH:23]=[CH:22]3)[CH2:18][CH2:17][CH2:16][CH2:15][CH2:14]1, predict the reactants needed to synthesize it. (4) Given the product [Br:30][C:7]1[C:8](=[O:24])[N:9]([C:13]2[CH:14]=[C:15]([CH:20]=[CH:21][C:22]=2[F:23])[C:16]([O:18][CH3:19])=[O:17])[C:10]([CH3:12])=[CH:11][C:6]=1[O:5][CH2:4][C:3]1[CH:25]=[CH:26][C:27]([F:29])=[CH:28][C:2]=1[F:1], predict the reactants needed to synthesize it. The reactants are: [F:1][C:2]1[CH:28]=[C:27]([F:29])[CH:26]=[CH:25][C:3]=1[CH2:4][O:5][C:6]1[CH:11]=[C:10]([CH3:12])[N:9]([C:13]2[CH:14]=[C:15]([CH:20]=[CH:21][C:22]=2[F:23])[C:16]([O:18][CH3:19])=[O:17])[C:8](=[O:24])[CH:7]=1.[Br:30]N1C(=O)CCC1=O.C([O-])(O)=O.[Na+]. (5) Given the product [CH:15]1([C:18]2[CH:19]=[CH:20][C:21]([C:24]([C:26]3[CH:31]=[CH:30][N:29]=[CH:28][C:27]=3[O:32][C@@H:42]3[CH2:43][C@H:44]([CH2:63][O:64][CH2:65][C:66]4[CH:67]=[CH:68][CH:69]=[CH:70][CH:71]=4)[C@@H:45]([O:55][CH2:56][C:57]4[CH:58]=[CH:59][CH:60]=[CH:61][CH:62]=4)[C@H:46]([O:47][CH2:48][C:49]4[CH:50]=[CH:51][CH:52]=[CH:53][CH:54]=4)[C@H:41]3[O:40][CH2:33][C:34]3[CH:35]=[CH:36][CH:37]=[CH:38][CH:39]=3)=[O:25])=[CH:22][CH:23]=2)[CH2:16][CH2:17]1, predict the reactants needed to synthesize it. The reactants are: CC(OC(/N=N/C(OC(C)C)=O)=O)C.[CH:15]1([C:18]2[CH:23]=[CH:22][C:21]([C:24]([C:26]3[CH:31]=[CH:30][N:29]=[CH:28][C:27]=3[OH:32])=[O:25])=[CH:20][CH:19]=2)[CH2:17][CH2:16]1.[CH2:33]([O:40][C@@H:41]1[C@@H:46]([O:47][CH2:48][C:49]2[CH:54]=[CH:53][CH:52]=[CH:51][CH:50]=2)[C@H:45]([O:55][CH2:56][C:57]2[CH:62]=[CH:61][CH:60]=[CH:59][CH:58]=2)[C@@H:44]([CH2:63][O:64][CH2:65][C:66]2[CH:71]=[CH:70][CH:69]=[CH:68][CH:67]=2)[CH2:43][C@@H:42]1O)[C:34]1[CH:39]=[CH:38][CH:37]=[CH:36][CH:35]=1.C1(P(C2C=CC=CC=2)C2C=CC=CC=2)C=CC=CC=1. (6) Given the product [Br:18][C:14]1[CH:13]=[C:12]([C:3]2[N:4]=[C:5]([C:7]([O:9][CH2:10][CH3:11])=[O:8])[N:6]3[CH2:21][CH2:20][NH:1][C:2]=23)[CH:17]=[CH:16][CH:15]=1, predict the reactants needed to synthesize it. The reactants are: [NH2:1][C:2]1[NH:6][C:5]([C:7]([O:9][CH2:10][CH3:11])=[O:8])=[N:4][C:3]=1[C:12]1[CH:17]=[CH:16][CH:15]=[C:14]([Br:18])[CH:13]=1.Br[CH:20](Br)[CH3:21].C(=O)([O-])[O-].[Cs+].[Cs+].CN(C=O)C. (7) Given the product [Cl:8][C:3]1[CH:4]=[CH:5][CH:6]=[CH:7][C:2]=1[C:9]1[CH:14]=[CH:13][CH:12]=[CH:11][CH:10]=1, predict the reactants needed to synthesize it. The reactants are: Br[C:2]1[CH:7]=[CH:6][CH:5]=[CH:4][C:3]=1[Cl:8].[C:9]1(B(O)O)[CH:14]=[CH:13][CH:12]=[CH:11][CH:10]=1.[F-].[K+].